Dataset: Forward reaction prediction with 1.9M reactions from USPTO patents (1976-2016). Task: Predict the product of the given reaction. (1) Given the reactants CN1CCOCC1.O.[C:9]([NH:16][C@H:17]([C:22]([OH:24])=O)[CH2:18][CH:19]([CH3:21])[CH3:20])([O:11][C:12]([CH3:15])([CH3:14])[CH3:13])=[O:10].C1C=CC2N(O)N=NC=2C=1.[NH2:35][C@H:36]([C:41]([O:43][CH3:44])=[O:42])[CH2:37][CH:38]([CH3:40])[CH3:39].Cl.C1CCC(N=C=NC2CCCCC2)CC1, predict the reaction product. The product is: [NH:16]([C:9]([O:11][C:12]([CH3:13])([CH3:14])[CH3:15])=[O:10])[C@H:17]([C:22]([NH:35][C@H:36]([C:41]([O:43][CH3:44])=[O:42])[CH2:37][CH:38]([CH3:40])[CH3:39])=[O:24])[CH2:18][CH:19]([CH3:20])[CH3:21]. (2) Given the reactants [Br:1][C:2]1[CH:3]=[CH:4][C:5]([NH2:8])=[N:6][CH:7]=1.ClC(Cl)C.[CH3:13][O:14][C:15]([C:17]1([CH2:23][CH:24]=O)[CH2:22][CH2:21][O:20][CH2:19][CH2:18]1)=[O:16].C(O)(=O)C.[BH-](OC(C)=O)(OC(C)=O)OC(C)=O.[Na+], predict the reaction product. The product is: [CH3:13][O:14][C:15]([C:17]1([CH2:23][CH2:24][NH:8][C:5]2[CH:4]=[CH:3][C:2]([Br:1])=[CH:7][N:6]=2)[CH2:18][CH2:19][O:20][CH2:21][CH2:22]1)=[O:16]. (3) Given the reactants [NH:1]1[C:9]2[CH:8]=[CH:7][N:6]=[CH:5][C:4]=2[CH:3]=[C:2]1[C:10]([OH:12])=O.[NH2:13][CH2:14][C:15]1[CH:20]=[CH:19][C:18]([S:21]([NH:24][C:25]2[CH:30]=[CH:29][CH:28]=[CH:27][C:26]=2[O:31][C:32]([F:35])([F:34])[F:33])(=[O:23])=[O:22])=[CH:17][CH:16]=1.CN(C(ON1N=NC2C=CC=NC1=2)=[N+](C)C)C.F[P-](F)(F)(F)(F)F.CCN(C(C)C)C(C)C, predict the reaction product. The product is: [F:35][C:32]([F:33])([F:34])[O:31][C:26]1[CH:27]=[CH:28][CH:29]=[CH:30][C:25]=1[NH:24][S:21]([C:18]1[CH:19]=[CH:20][C:15]([CH2:14][NH:13][C:10]([C:2]2[NH:1][C:9]3[CH:8]=[CH:7][N:6]=[CH:5][C:4]=3[CH:3]=2)=[O:12])=[CH:16][CH:17]=1)(=[O:23])=[O:22]. (4) The product is: [CH3:18][C:19]([C:22]1[CH:26]=[CH:25][N:24]([CH:2]2[O:6][CH2:5][N:4]([C:7]3[CH:12]=[CH:11][CH:10]=[C:9]([C:13]([F:16])([F:15])[F:14])[CH:8]=3)[C:3]2=[O:17])[N:23]=1)([CH3:21])[CH3:20]. Given the reactants O[CH:2]1[O:6][CH2:5][N:4]([C:7]2[CH:12]=[CH:11][CH:10]=[C:9]([C:13]([F:16])([F:15])[F:14])[CH:8]=2)[C:3]1=[O:17].[CH3:18][C:19]([C:22]1[CH:26]=[CH:25][NH:24][N:23]=1)([CH3:21])[CH3:20].C1(P(C2C=CC=CC=2)C2C=CC=CC=2)C=CC=CC=1.N(C(OC(C)C)=O)=NC(OC(C)C)=O, predict the reaction product.